This data is from Reaction yield outcomes from USPTO patents with 853,638 reactions. The task is: Predict the reaction yield, written as a fraction of the theoretical maximum amount of product (1.0 means a 100% yield; for example, 0.34 means a 34% yield). (1) The reactants are [CH2:1]([O:3][C:4]([C:6]1[CH2:10][C:9]([O-:11])=[C:8](C(OC)=O)[C:7]=1[CH2:16][CH3:17])=[O:5])[CH3:2].[Na+].[Cl-].[K+].CC(O)=O.C([O-])(O)=O.[Na+]. The product is [CH2:16]([C:7]1[CH:6]([C:4]([O:3][CH2:1][CH3:2])=[O:5])[CH2:10][C:9](=[O:11])[CH:8]=1)[CH3:17]. The yield is 0.690. The catalyst is O.C1(C)C=CC=CC=1. (2) The reactants are [H-].[Na+].[Cl:3][C:4]1[CH:9]=[CH:8][C:7]([NH:10][C:11]([NH:13][C:14](=[O:23])[C:15]2[C:20]([F:21])=[CH:19][CH:18]=[CH:17][C:16]=2[F:22])=[O:12])=[CH:6][CH:5]=1.I[CH:25]([S:27][CH:28](I)I)I.[Cl-].[NH4+]. The catalyst is CN(C=O)C.O. The product is [Cl:3][C:4]1[CH:9]=[CH:8][C:7]([N:10]2[C:11](=[O:12])[N:13]([C:14](=[O:23])[C:15]3[C:20]([F:21])=[CH:19][CH:18]=[CH:17][C:16]=3[F:22])[CH2:28][S:27][CH2:25]2)=[CH:6][CH:5]=1. The yield is 0.200. (3) The reactants are [Cl:1][C:2]1[N:7]=[C:6]([C:8]2[S:12][C:11]([CH:13]([CH3:15])[CH3:14])=[N:10][C:9]=2[C:16]2[C:17]([O:29][CH3:30])=[C:18]([NH:22]C(=O)OCC=C)[CH:19]=[CH:20][CH:21]=2)[CH:5]=[CH:4][N:3]=1.C(O)(=O)C.C([SnH](CCCC)CCCC)CCC. The catalyst is C(Cl)Cl.Cl[Pd](Cl)([P](C1C=CC=CC=1)(C1C=CC=CC=1)C1C=CC=CC=1)[P](C1C=CC=CC=1)(C1C=CC=CC=1)C1C=CC=CC=1. The product is [Cl:1][C:2]1[N:7]=[C:6]([C:8]2[S:12][C:11]([CH:13]([CH3:15])[CH3:14])=[N:10][C:9]=2[C:16]2[C:17]([O:29][CH3:30])=[C:18]([CH:19]=[CH:20][CH:21]=2)[NH2:22])[CH:5]=[CH:4][N:3]=1. The yield is 0.608.